From a dataset of Peptide-MHC class II binding affinity with 134,281 pairs from IEDB. Regression. Given a peptide amino acid sequence and an MHC pseudo amino acid sequence, predict their binding affinity value. This is MHC class II binding data. (1) The peptide sequence is ANGKTLGEVWKRELN. The MHC is DRB5_0101 with pseudo-sequence DRB5_0101. The binding affinity (normalized) is 0.431. (2) The peptide sequence is YDKFLANVSTDLTGK. The MHC is DRB1_0701 with pseudo-sequence DRB1_0701. The binding affinity (normalized) is 0.596. (3) The peptide sequence is INIWGSGLLQFIVFL. The MHC is DRB1_0101 with pseudo-sequence DRB1_0101. The binding affinity (normalized) is 0.187. (4) The peptide sequence is SQDLELCWNLNGLQAY. The MHC is DRB1_1302 with pseudo-sequence DRB1_1302. The binding affinity (normalized) is 0.690. (5) The peptide sequence is YTTEGGTKTEAEDVI. The MHC is DRB1_0901 with pseudo-sequence DRB1_0901. The binding affinity (normalized) is 0.0777. (6) The MHC is HLA-DPA10201-DPB10501 with pseudo-sequence HLA-DPA10201-DPB10501. The binding affinity (normalized) is 0.0195. The peptide sequence is IRQAGVQYSRADEEQ. (7) The peptide sequence is EVFCQTIKLDSEEYH. The MHC is DRB1_0401 with pseudo-sequence DRB1_0401. The binding affinity (normalized) is 0.250. (8) The peptide sequence is MGTVTTEVALGLVCA. The MHC is DRB5_0101 with pseudo-sequence DRB5_0101. The binding affinity (normalized) is 0.174. (9) The peptide sequence is KNIPQPVRALLEGFL. The MHC is DRB1_1001 with pseudo-sequence DRB1_1001. The binding affinity (normalized) is 0.373. (10) The peptide sequence is SQDLQLSWNLNGLQAY. The MHC is HLA-DQA10101-DQB10501 with pseudo-sequence HLA-DQA10101-DQB10501. The binding affinity (normalized) is 0.690.